Dataset: Full USPTO retrosynthesis dataset with 1.9M reactions from patents (1976-2016). Task: Predict the reactants needed to synthesize the given product. (1) Given the product [O:50]=[C:49]([N:37]1[CH2:36][CH:35]=[C:34]([B:29]2[O:28][C:27]([CH3:40])([CH3:26])[C:31]([CH3:32])([CH3:33])[O:30]2)[CH2:39][CH2:38]1)[CH2:48][CH2:47][C:46]([O:45][C:41]([CH3:44])([CH3:43])[CH3:42])=[O:52], predict the reactants needed to synthesize it. The reactants are: CN(C(ON1N=NC2C=CC=NC1=2)=[N+](C)C)C.F[P-](F)(F)(F)(F)F.Cl.[CH3:26][C:27]1([CH3:40])[C:31]([CH3:33])([CH3:32])[O:30][B:29]([C:34]2[CH2:35][CH2:36][NH:37][CH2:38][CH:39]=2)[O:28]1.[C:41]([O:45][C:46](=[O:52])[CH2:47][CH2:48][C:49](O)=[O:50])([CH3:44])([CH3:43])[CH3:42].C(N(CC)C(C)C)(C)C. (2) The reactants are: C(OC(=O)[NH:7][CH2:8][C:9]1[CH:14]=[C:13]([N:15]2[CH2:20][CH2:19]N(C)[CH2:17][CH2:16]2)[CH:12]=[C:11]([Cl:22])[C:10]=1[F:23])(C)(C)C.Cl.[O:26]1[CH2:31]COC[CH2:27]1. Given the product [Cl:22][C:11]1[C:10]([F:23])=[C:9]([CH:14]=[C:13]([N:15]2[CH2:16][CH2:17][CH:27]([O:26][CH3:31])[CH2:19][CH2:20]2)[CH:12]=1)[CH2:8][NH2:7], predict the reactants needed to synthesize it. (3) The reactants are: N(C(OCC)=O)=[N:2][C:3]([O:5]CC)=O.OC1(CCCO)CCN([C:20]([O:22][C:23]([CH3:26])([CH3:25])[CH3:24])=[O:21])CC1.[C:44]1(P([C:44]2[CH:49]=[CH:48][CH:47]=[CH:46][CH:45]=2)[C:44]2[CH:49]=[CH:48][CH:47]=[CH:46][CH:45]=2)[CH:49]=[CH:48][CH:47]=[CH:46][CH:45]=1.O1CCC[CH2:51]1. Given the product [O:5]1[C:47]2([CH2:48][CH2:49][CH:44]([C:20]([O:22][C:23]([CH3:24])([CH3:25])[CH3:26])=[O:21])[CH2:45][CH2:46]2)[CH2:51][NH:2][CH2:3]1, predict the reactants needed to synthesize it. (4) Given the product [CH2:14]([S:21][CH2:22][C:2]([CH3:1])([C:5]#[N:6])[C:3]#[N:4])[C:15]1[CH:20]=[CH:19][CH:18]=[CH:17][CH:16]=1, predict the reactants needed to synthesize it. The reactants are: [CH3:1][CH:2]([C:5]#[N:6])[C:3]#[N:4].[Br-].CC(C)([O-])C.[K+].[CH2:14]([S:21][CH2:22]Br)[C:15]1[CH:20]=[CH:19][CH:18]=[CH:17][CH:16]=1. (5) Given the product [Br:1][C:2]1[CH:11]=[C:6]([C:7]([O:9][CH3:10])=[O:8])[C:5]([C:13]2[CH:18]=[CH:17][CH:16]=[CH:15][CH:14]=2)=[CH:4][CH:3]=1, predict the reactants needed to synthesize it. The reactants are: [Br:1][C:2]1[CH:3]=[CH:4][C:5](I)=[C:6]([CH:11]=1)[C:7]([O:9][CH3:10])=[O:8].[C:13]1(B(O)O)[CH:18]=[CH:17][CH:16]=[CH:15][CH:14]=1.C(=O)([O-])[O-].[K+].[K+].C(=O)([O-])[O-].[Cs+].[Cs+].